From a dataset of Full USPTO retrosynthesis dataset with 1.9M reactions from patents (1976-2016). Predict the reactants needed to synthesize the given product. (1) Given the product [O:30]=[C:25]1[NH:20][C:17]2=[CH:16][S:15][C:14]([C:11]3[CH:10]=[CH:9][C:8]([C:3]4[S:4][CH:5]=[C:6]5[C:2]=4[NH:1][C:22](=[O:23])[NH:7]5)=[CH:13][CH:12]=3)=[C:18]2[NH:19]1, predict the reactants needed to synthesize it. The reactants are: [NH2:1][C:2]1[C:6]([NH2:7])=[CH:5][S:4][C:3]=1[C:8]1[CH:13]=[CH:12][C:11]([C:14]2[S:15][CH:16]=[C:17]([NH2:20])[C:18]=2[NH2:19])=[CH:10][CH:9]=1.N[C:22](N)=[O:23].[CH2:25]([OH:30])CCCC. (2) Given the product [CH3:7][O:8][C:9](=[O:35])/[CH:10]=[CH:11]/[C:12]1[CH:13]=[CH:14][C:15]([C:18]2[CH:23]=[CH:22][C:21]([O:24][CH2:38][CH2:39][N:40]3[CH2:45][CH2:44][O:43][CH2:42][CH2:41]3)=[C:20]([C:25]34[CH2:34][CH:29]5[CH2:30][CH:31]([CH2:33][CH:27]([CH2:28]5)[CH2:26]3)[CH2:32]4)[CH:19]=2)=[CH:16][CH:17]=1, predict the reactants needed to synthesize it. The reactants are: C([O-])([O-])=O.[K+].[K+].[CH3:7][O:8][C:9](=[O:35])/[CH:10]=[CH:11]/[C:12]1[CH:17]=[CH:16][C:15]([C:18]2[CH:23]=[CH:22][C:21]([OH:24])=[C:20]([C:25]34[CH2:34][CH:29]5[CH2:30][CH:31]([CH2:33][CH:27]([CH2:28]5)[CH2:26]3)[CH2:32]4)[CH:19]=2)=[CH:14][CH:13]=1.Cl.Cl[CH2:38][CH2:39][N:40]1[CH2:45][CH2:44][O:43][CH2:42][CH2:41]1. (3) Given the product [CH2:11]([O:10][C:4](=[O:9])[CH2:5][C:6](=[O:8])[C@H:27]([CH3:26])[C@H:31]([CH3:34])[CH2:32][CH3:33])[CH3:12], predict the reactants needed to synthesize it. The reactants are: [Cl-].[Mg+2].[Cl-].[C:4]([O:10][CH2:11][CH3:12])(=[O:9])[CH2:5][C:6]([O-:8])=O.[K+].C(C1NC=CN=1)(C1NC=CN=1)=O.[CH3:26][C@H:27]([C@H:31]([CH3:34])[CH2:32][CH3:33])C(O)=O. (4) The reactants are: [CH2:1]1[O:10][C:9]2[CH:8]=[CH:7][C:5]([NH2:6])=[CH:4][C:3]=2[O:2]1.[CH:11](O)=[O:12]. Given the product [O:10]1[C:9]2[CH:8]=[CH:7][C:5]([NH:6][CH:11]=[O:12])=[CH:4][C:3]=2[O:2][CH2:1]1, predict the reactants needed to synthesize it. (5) Given the product [CH2:7]1[C:3]2([CH2:6][CH2:5][CH2:4]2)[CH2:2][N:18]1[CH2:17][CH2:15][OH:16], predict the reactants needed to synthesize it. The reactants are: Br[CH2:2][C:3]1([CH2:7]Br)[CH2:6][CH2:5][CH2:4]1.C(=O)([O-])[O-].[K+].[K+].[CH2:15]([CH2:17][NH2:18])[OH:16].